From a dataset of Catalyst prediction with 721,799 reactions and 888 catalyst types from USPTO. Predict which catalyst facilitates the given reaction. (1) Reactant: [Br:1][C:2]1[CH:3]=[C:4]2[C:9](=[CH:10][CH:11]=1)[N:8]=[C:7]([C:12]1[CH:17]=[CH:16][CH:15]=[CH:14][C:13]=1[F:18])[N:6]=[C:5]2Cl.[NH:20]1[C:28]2[CH:27]=[CH:26][N:25]=[CH:24][C:23]=2[CH:22]=[CH:21]1.C(=O)([O-])[O-].[Cs+].[Cs+].O. Product: [Br:1][C:2]1[CH:3]=[C:4]2[C:9](=[CH:10][CH:11]=1)[N:8]=[C:7]([C:12]1[CH:17]=[CH:16][CH:15]=[CH:14][C:13]=1[F:18])[N:6]=[C:5]2[N:20]1[C:28]2[CH:27]=[CH:26][N:25]=[CH:24][C:23]=2[CH:22]=[CH:21]1. The catalyst class is: 9. (2) Reactant: [CH3:1][O:2][C:3]1[CH:4]=[C:5]2[C:8](=[CH:9][C:10]=1[O:11][CH3:12])[C@@H:7]([CH2:13][N:14]([CH3:19])[CH2:15][CH2:16][CH2:17]O)[CH2:6]2.C(N(CC)CC)C.S(Cl)([Cl:29])=O.[OH-].[Na+]. Product: [Cl:29][CH2:17][CH2:16][CH2:15][N:14]([CH2:13][C@H:7]1[CH2:6][C:5]2[C:8]1=[CH:9][C:10]([O:11][CH3:12])=[C:3]([O:2][CH3:1])[CH:4]=2)[CH3:19]. The catalyst class is: 46. (3) Reactant: O.ON1C2C=CC=CC=2N=N1.[CH:12]1([NH2:15])[CH2:14][CH2:13]1.Cl.CN(C)CCCN=C=NCC.[F:28][C:29]([F:52])([F:51])[O:30][C:31]1[CH:36]=[CH:35][C:34]([S:37]([N:40]2[CH2:45][CH2:44][CH:43](/[CH:46]=[CH:47]/[C:48](O)=[O:49])[CH2:42][CH2:41]2)(=[O:39])=[O:38])=[CH:33][CH:32]=1. Product: [CH:12]1([NH:15][C:48](=[O:49])/[CH:47]=[CH:46]/[CH:43]2[CH2:42][CH2:41][N:40]([S:37]([C:34]3[CH:35]=[CH:36][C:31]([O:30][C:29]([F:52])([F:28])[F:51])=[CH:32][CH:33]=3)(=[O:39])=[O:38])[CH2:45][CH2:44]2)[CH2:14][CH2:13]1. The catalyst class is: 2. (4) Reactant: Br[CH2:2][CH2:3][CH2:4][CH2:5][CH2:6][CH2:7][O:8][CH2:9][CH2:10][CH2:11][CH2:12][C:13]1[CH:14]=[C:15]([S:19]([NH2:22])(=[O:21])=[O:20])[CH:16]=[CH:17][CH:18]=1.[CH2:23]([NH:30][CH2:31][C@@H:32]([C:34]1[CH:45]=[CH:44][C:37]2[O:38][C:39]([CH3:43])([CH3:42])[O:40][CH2:41][C:36]=2[CH:35]=1)[OH:33])[C:24]1[CH:29]=[CH:28][CH:27]=[CH:26][CH:25]=1.C(N(C(C)C)CC)(C)C. Product: [CH2:23]([N:30]([CH2:31][C@@H:32]([C:34]1[CH:45]=[CH:44][C:37]2[O:38][C:39]([CH3:42])([CH3:43])[O:40][CH2:41][C:36]=2[CH:35]=1)[OH:33])[CH2:2][CH2:3][CH2:4][CH2:5][CH2:6][CH2:7][O:8][CH2:9][CH2:10][CH2:11][CH2:12][C:13]1[CH:14]=[C:15]([S:19]([NH2:22])(=[O:21])=[O:20])[CH:16]=[CH:17][CH:18]=1)[C:24]1[CH:25]=[CH:26][CH:27]=[CH:28][CH:29]=1. The catalyst class is: 753. (5) Reactant: [C:1]1([CH2:7][CH2:8][C:9]2[NH:14][C:13](=[O:15])[C:12]([O:16]C3CCCCO3)=[CH:11][N:10]=2)[CH:6]=[CH:5][CH:4]=[CH:3][CH:2]=1.CC1C=CC(S(O)(=O)=O)=CC=1. Product: [OH:16][C:12]1[C:13](=[O:15])[NH:14][C:9]([CH2:8][CH2:7][C:1]2[CH:2]=[CH:3][CH:4]=[CH:5][CH:6]=2)=[N:10][CH:11]=1. The catalyst class is: 5. (6) Reactant: Br.[NH2:2][C:3]1[C:8]([Cl:9])=[N:7][CH:6]=[CH:5][N:4]=1.Br[CH2:11][CH:12](OCC)OCC.C([O-])([O-])=O.[Na+].[Na+]. Product: [Cl:9][C:8]1[C:3]2[N:4]([CH:11]=[CH:12][N:2]=2)[CH:5]=[CH:6][N:7]=1. The catalyst class is: 24. (7) Reactant: [Cl:1][C:2]1[CH:11]=[CH:10][C:9]([CH2:12][NH:13][C:14](=[O:19])[C:15]([CH3:18])([CH3:17])[CH3:16])=[CH:8][C:3]=1[C:4]([O:6]C)=[O:5].O1CCOCC1.[OH-].[Li+].Cl. Product: [Cl:1][C:2]1[CH:11]=[CH:10][C:9]([CH2:12][NH:13][C:14](=[O:19])[C:15]([CH3:17])([CH3:16])[CH3:18])=[CH:8][C:3]=1[C:4]([OH:6])=[O:5]. The catalyst class is: 6.